Predict the product of the given reaction. From a dataset of Forward reaction prediction with 1.9M reactions from USPTO patents (1976-2016). (1) Given the reactants [Cl:1][C:2]1[CH:15]=[C:14]2[C:5]([N:6]=[C:7]3[C:12](=[C:13]2[CH:16]([F:18])[F:17])[CH:11]=[CH:10][CH:9]=[N:8]3)=[CH:4][CH:3]=1.[CH2:19]([Li])[CH2:20][CH2:21][CH3:22], predict the reaction product. The product is: [CH2:19]([C:13]1([CH:16]([F:18])[F:17])[C:12]2[CH:11]=[CH:10][CH:9]=[N:8][C:7]=2[NH:6][C:5]2[CH:4]=[CH:3][C:2]([Cl:1])=[CH:15][C:14]1=2)[CH2:20][CH2:21][CH3:22]. (2) Given the reactants Cl.[Cl:2][C:3]1[N:4]=[C:5]([C@@H:19]2[CH2:23][C@H:22]([CH:24]3[CH2:29][CH2:28][N:27]([S:30]([CH3:33])(=[O:32])=[O:31])[CH2:26][CH2:25]3)[CH2:21][NH:20]2)[NH:6][C:7]=1[C:8]1[CH:13]=[CH:12][C:11]([NH:14][C:15](=[O:18])[O:16][CH3:17])=[CH:10][CH:9]=1.[CH3:34][C:35]([O:38][C:39]([NH:41][C:42](=[N:53][C:54]([O:56][C:57]([CH3:60])([CH3:59])[CH3:58])=[O:55])[NH:43][C:44]1[CH:52]=[CH:51][C:47]([C:48](O)=[O:49])=[CH:46][CH:45]=1)=[O:40])([CH3:37])[CH3:36], predict the reaction product. The product is: [CH3:60][C:57]([O:56][C:54]([NH:53][C:42](=[N:41][C:39]([O:38][C:35]([CH3:37])([CH3:36])[CH3:34])=[O:40])[NH:43][C:44]1[CH:52]=[CH:51][C:47]([C:48]([N:20]2[CH2:21][C@H:22]([CH:24]3[CH2:29][CH2:28][N:27]([S:30]([CH3:33])(=[O:32])=[O:31])[CH2:26][CH2:25]3)[CH2:23][C@@H:19]2[C:5]2[NH:6][C:7]([C:8]3[CH:13]=[CH:12][C:11]([NH:14][C:15](=[O:18])[O:16][CH3:17])=[CH:10][CH:9]=3)=[C:3]([Cl:2])[N:4]=2)=[O:49])=[CH:46][CH:45]=1)=[O:55])([CH3:58])[CH3:59]. (3) The product is: [O:17]([C:14]1[CH:13]=[CH:12][C:11]([C:10]2[C:3]3[C:4](=[N:5][CH:6]=[N:7][C:2]=3[NH2:1])[N:8]([C@@H:24]3[CH2:29][CH2:28][CH2:27][NH:26][CH2:25]3)[N:9]=2)=[CH:16][CH:15]=1)[C:18]1[CH:23]=[CH:22][CH:21]=[CH:20][CH:19]=1. Given the reactants [NH2:1][C:2]1[N:7]=[CH:6][N:5]=[C:4]2[N:8]([C@@H:24]3[CH2:29][CH2:28][CH2:27][N:26](C(OC(C)(C)C)=O)[CH2:25]3)[N:9]=[C:10]([C:11]3[CH:16]=[CH:15][C:14]([O:17][C:18]4[CH:23]=[CH:22][CH:21]=[CH:20][CH:19]=4)=[CH:13][CH:12]=3)[C:3]=12, predict the reaction product. (4) Given the reactants [C:1]([N:8]1[CH2:15][CH2:14][CH2:13][C@H:9]1[C:10](O)=O)([O:3][C:4]([CH3:7])([CH3:6])[CH3:5])=[O:2].C([N:18](CC)CC)C.C(OC(Cl)=O)C(C)C.N.FC(F)(F)C(OC(=O)C(F)(F)F)=O, predict the reaction product. The product is: [C:10]([C@@H:9]1[CH2:13][CH2:14][CH2:15][N:8]1[C:1]([O:3][C:4]([CH3:7])([CH3:6])[CH3:5])=[O:2])#[N:18].